Dataset: Peptide-MHC class I binding affinity with 185,985 pairs from IEDB/IMGT. Task: Regression. Given a peptide amino acid sequence and an MHC pseudo amino acid sequence, predict their binding affinity value. This is MHC class I binding data. The peptide sequence is TSTLQEQIGW. The MHC is HLA-A03:01 with pseudo-sequence HLA-A03:01. The binding affinity (normalized) is 0.